Dataset: Full USPTO retrosynthesis dataset with 1.9M reactions from patents (1976-2016). Task: Predict the reactants needed to synthesize the given product. (1) The reactants are: [CH:1]1([CH2:7][N:8]2[C:12]3[CH:13]=[CH:14][C:15]([NH:17][CH3:18])=[CH:16][C:11]=3[N:10]=[C:9]2[CH:19]([C:21]2[CH:26]=[CH:25][C:24]([O:27]CC)=[CH:23][CH:22]=2)[CH3:20])[CH2:6][CH2:5][CH2:4][CH2:3][CH2:2]1.[CH:30]([N:33]=[C:34]=[O:35])([CH3:32])[CH3:31].Cl[CH2:37][CH2:38]Cl. Given the product [CH:1]1([CH2:7][N:8]2[C:12]3[CH:13]=[CH:14][C:15]([N:17]([CH3:18])[C:34]([NH:33][CH:30]([CH3:32])[CH3:31])=[O:35])=[CH:16][C:11]=3[N:10]=[C:9]2[CH:19]([C:21]2[CH:22]=[CH:23][C:24]([O:27][CH2:37][CH3:38])=[CH:25][CH:26]=2)[CH3:20])[CH2:2][CH2:3][CH2:4][CH2:5][CH2:6]1, predict the reactants needed to synthesize it. (2) Given the product [NH2:72][C:73]1([C:77]2[CH:78]=[CH:79][C:80]([C:83]3[C:84]([C:96]4[CH:101]=[CH:100][CH:99]=[CH:98][CH:97]=4)=[CH:85][C:86]4[N:91]([CH2:92][C:93]([NH2:94])=[O:17])[CH2:90][CH2:89][O:88][C:87]=4[N:95]=3)=[CH:81][CH:82]=2)[CH2:76][CH2:75][CH2:74]1, predict the reactants needed to synthesize it. The reactants are: NC1(C2C=CC(C3C(C4C=CC=CC=4)=CC4N(C(=O)C)CC[O:17]C=4N=3)=CC=2)CCC1.N1C=CN=C1CCN1C(=O)COC2N=C(C3C=CC(C4(N)CCC4)=CC=3)C(C3C=CC=CC=3)=CC1=2.C(OC(=O)[NH:72][C:73]1([C:77]2[CH:82]=[CH:81][C:80]([C:83]3[C:84]([C:96]4[CH:101]=[CH:100][CH:99]=[CH:98][CH:97]=4)=[CH:85][C:86]4[N:91]([CH2:92][C:93]#[N:94])[CH2:90][CH2:89][O:88][C:87]=4[N:95]=3)=[CH:79][CH:78]=2)[CH2:76][CH2:75][CH2:74]1)(C)(C)C.